Predict the reactants needed to synthesize the given product. From a dataset of Full USPTO retrosynthesis dataset with 1.9M reactions from patents (1976-2016). (1) The reactants are: F[P-](F)(F)(F)(F)F.N1(O[P+](N(C)C)(N(C)C)N(C)C)C2C=CC=CC=2N=N1.[C:28]12([CH2:38][NH:39][C:40]([C:42]3[C:43]4[N:44]([N:48]=[C:49]([C:51](O)=[O:52])[CH:50]=4)[CH:45]=[CH:46][CH:47]=3)=[O:41])[CH2:37][CH:32]3[CH2:33][CH:34]([CH2:36][CH:30]([CH2:31]3)[CH2:29]1)[CH2:35]2.[NH:54]1[CH2:58][CH2:57][C@@H:56]([NH:59][C:60](=[O:66])[O:61][C:62]([CH3:65])([CH3:64])[CH3:63])[CH2:55]1.CN(C=O)C. Given the product [C:62]([O:61][C:60](=[O:66])[NH:59][C@@H:56]1[CH2:57][CH2:58][N:54]([C:51]([C:49]2[CH:50]=[C:43]3[C:42]([C:40](=[O:41])[NH:39][CH2:38][C:28]45[CH2:37][CH:32]6[CH2:33][CH:34]([CH2:36][CH:30]([CH2:31]6)[CH2:29]4)[CH2:35]5)=[CH:47][CH:46]=[CH:45][N:44]3[N:48]=2)=[O:52])[CH2:55]1)([CH3:65])([CH3:63])[CH3:64], predict the reactants needed to synthesize it. (2) Given the product [CH:1]1([CH2:4][N:5]2[C:9]3[CH:10]=[CH:11][C:26]([C:27]([OH:29])=[O:28])=[CH:13][C:8]=3[N:7]=[C:6]2[CH2:16][C:17]2[CH:22]=[CH:21][C:20]([O:23][CH2:24][CH3:25])=[CH:19][CH:18]=2)[CH2:3][CH2:2]1, predict the reactants needed to synthesize it. The reactants are: [CH:1]1([CH2:4][N:5]2[C:9]3[CH:10]=[CH:11]C(C#N)=[CH:13][C:8]=3[N:7]=[C:6]2[CH2:16][C:17]2[CH:22]=[CH:21][C:20]([O:23][CH2:24][CH3:25])=[CH:19][CH:18]=2)[CH2:3][CH2:2]1.[CH3:26][CH2:27][OH:28].[OH-:29].[K+].Cl. (3) Given the product [C:1]([O:5][C:6]([NH:8][CH2:9][CH2:10][N:13]([CH:14]1[CH2:19][CH2:18][CH2:17][CH2:16][CH2:15]1)[CH3:12])=[O:7])([CH3:4])([CH3:3])[CH3:2], predict the reactants needed to synthesize it. The reactants are: [C:1]([O:5][C:6]([NH:8][CH2:9][CH2:10]Br)=[O:7])([CH3:4])([CH3:3])[CH3:2].[CH3:12][NH:13][CH:14]1[CH2:19][CH2:18][CH2:17][CH2:16][CH2:15]1.C(=O)([O-])[O-].[K+].[K+].[I-].[Na+]. (4) Given the product [F:1][C:2]1[CH:3]=[C:4]([CH:31]=[CH:32][CH:33]=1)[C:5]([NH:7][C:8]1[CH:13]=[CH:12][CH:11]=[CH:10][C:9]=1[CH:14]1[CH2:23][C:22]([CH3:25])([CH3:24])[C:21]2[C:16](=[CH:17][CH:18]=[C:19]([C:26]([OH:28])=[O:27])[CH:20]=2)[NH:15]1)=[O:6], predict the reactants needed to synthesize it. The reactants are: [F:1][C:2]1[CH:3]=[C:4]([CH:31]=[CH:32][CH:33]=1)[C:5]([NH:7][C:8]1[CH:13]=[CH:12][CH:11]=[CH:10][C:9]=1[CH:14]1[CH2:23][C:22]([CH3:25])([CH3:24])[C:21]2[C:16](=[CH:17][CH:18]=[C:19]([C:26]([O:28]CC)=[O:27])[CH:20]=2)[NH:15]1)=[O:6].O.[OH-].[Li+].[OH-].[Na+]. (5) Given the product [ClH:12].[F:1][CH2:2][CH2:3][N:4]1[CH2:5][CH2:6][CH:7]([C:10](=[NH:11])[O:15][CH2:14][CH3:13])[CH2:8][CH2:9]1, predict the reactants needed to synthesize it. The reactants are: [F:1][CH2:2][CH2:3][N:4]1[CH2:9][CH2:8][CH:7]([C:10]#[N:11])[CH2:6][CH2:5]1.[ClH:12].[CH3:13][CH2:14][OH:15].